Task: Regression. Given two drug SMILES strings and cell line genomic features, predict the synergy score measuring deviation from expected non-interaction effect.. Dataset: NCI-60 drug combinations with 297,098 pairs across 59 cell lines Drug 1: CNC(=O)C1=CC=CC=C1SC2=CC3=C(C=C2)C(=NN3)C=CC4=CC=CC=N4. Drug 2: CS(=O)(=O)OCCCCOS(=O)(=O)C. Cell line: UACC-257. Synergy scores: CSS=-6.38, Synergy_ZIP=2.64, Synergy_Bliss=-1.22, Synergy_Loewe=-7.70, Synergy_HSA=-6.17.